From a dataset of Experimentally validated miRNA-target interactions with 360,000+ pairs, plus equal number of negative samples. Binary Classification. Given a miRNA mature sequence and a target amino acid sequence, predict their likelihood of interaction. (1) The miRNA is hsa-miR-376a-3p with sequence AUCAUAGAGGAAAAUCCACGU. The protein sequence of the target gene is MAGKAAAPGTAVLLVTANVGSLFDDPENLQKNWLREFYQVLHTHKPHFMALHCQEFGGKNYEASMSHVDKFVKELLSSDAMKEYNRARVYLDENYKSQEHFTALGSFYFLHESLKNIYQFDFKAKKYKKVTGKEIYSDTLESTPMLEKEKFPQDYFPECKWSRKGFIRTRWCIADCAFDLVNIHLFHDASNLVAWETSPSVYSGVRHKALGYVLDRIIDQRFEKVSYFVFGDFNFRLDSKSVVETLCTKATMQTVRAADTNEVVKLIFRESDNDRKVVLQLEKKLFDYFNQDVFRDNNGT.... Result: 0 (no interaction). (2) The miRNA is hsa-miR-4267 with sequence UCCAGCUCGGUGGCAC. The protein sequence of the target gene is MGITLIWCLALVLIKWITSKRRGAISYDSSDQTALYIRMLGDVRVRSRAGFETERRGSHPYIDFRIFHSQSDIEASVSARNIRRLLSFQRYLRSSRVFRGATVCSSLDILDEDYNGQAKCMLEKVGNWNFDIFLFDRLTNGNSLVSLTFHLFSLHGLIEYFHLDMVKLRRFLVMIQEDYHSQNPYHNAVHAADVTQAMHCYLKEPKLASSVTPWDILLSLIAAATHDLDHPGVNQPFLIKTNHYLATLYKNSSVLENHHWRSAVGLLRESGLFSHLPLESRQEMEAQIGALILATDISRQ.... Result: 0 (no interaction). (3) The miRNA is mmu-miR-149-5p with sequence UCUGGCUCCGUGUCUUCACUCCC. The protein sequence of the target gene is MELNAGGVIAYISSSSSASSPASCHSEGSENSFQSSSSSVPSSPNSSNCDANGNPKNADISSIDGVLKSDRTDCPVKTGKTSAPGMTKSHSGMTKFSGMVLLCKVCGDVASGFHYGVHACEGCKGFFRRSIQQNIQYKKCLKNENCSIMRMNRNRCQQCRFKKCLSVGMSRDAVRFGRIPKREKQRMLIEMQSAMKTMMNTQFSGHLQNDTLAEQHDQSALPAQEQLRPKSQLEQENIKNTPSDFAKEEVIGMVTRAHKDTFLYNQEHRENSSESMPPQRGERIPRNMEQYNLNQDHRGS.... Result: 1 (interaction).